Dataset: Full USPTO retrosynthesis dataset with 1.9M reactions from patents (1976-2016). Task: Predict the reactants needed to synthesize the given product. (1) Given the product [Cl:1][C:2]1[C:10]([Cl:11])=[CH:9][CH:8]=[CH:7][C:3]=1[C:4]([N:37]1[CH2:38][CH2:39][C:40]2[N:32]([C:13]3[CH:14]=[CH:18][CH:19]=[CH:20][CH:21]=3)[CH:33]=[N:34][C:35]=2[CH2:36]1)=[O:6], predict the reactants needed to synthesize it. The reactants are: [Cl:1][C:2]1[C:10]([Cl:11])=[CH:9][CH:8]=[CH:7][C:3]=1[C:4]([OH:6])=O.Cl[C:13]1[C:21](C(F)(F)F)=[CH:20][CH:19]=[CH:18][C:14]=1C(O)=O.N1C=CC=CC=1[N:32]1[C:40]2[CH:39]=[CH:38][N:37]=[CH:36][C:35]=2[N:34]=[CH:33]1. (2) Given the product [NH2:21][CH:17]1[CH2:16][CH2:15][CH2:14][C:13]2[CH:12]=[C:11]([CH2:9][OH:8])[CH:20]=[CH:19][C:18]1=2, predict the reactants needed to synthesize it. The reactants are: [H-].[H-].[H-].[H-].[Li+].[Al+3].C[O:8][C:9]([C:11]1[CH:20]=[CH:19][C:18]2[CH:17]([N:21]=[N+]=[N-])[CH2:16][CH2:15][CH2:14][C:13]=2[CH:12]=1)=O. (3) Given the product [N:1]1([CH2:6][CH2:7][CH2:8][CH2:9][C:10]2[N:11]=[N:12][C:13]([O:16][CH2:17][C:18]3[N:19]=[C:20]([CH:23]=[CH:24][C:25]4[CH:26]=[CH:27][C:28]([C:31]([F:34])([F:33])[F:32])=[CH:29][CH:30]=4)[O:21][CH:22]=3)=[CH:14][CH:15]=2)[CH:5]=[CH:4][N:3]=[N:2]1, predict the reactants needed to synthesize it. The reactants are: [N:1]1([CH2:6][CH2:7][C:8]#[C:9][C:10]2[N:11]=[N:12][C:13]([O:16][CH2:17][C:18]3[N:19]=[C:20]([CH:23]=[CH:24][C:25]4[CH:30]=[CH:29][C:28]([C:31]([F:34])([F:33])[F:32])=[CH:27][CH:26]=4)[O:21][CH:22]=3)=[CH:14][CH:15]=2)[CH:5]=[CH:4][N:3]=[N:2]1. (4) Given the product [Cl:1][C:2]1[N:7]=[N:6][C:5]([C:8]([NH2:26])=[O:9])=[C:4]([NH:13][C:14]2[CH:19]=[CH:18][CH:17]=[C:16]([C:20]([OH:23])([CH3:22])[CH3:21])[N:15]=2)[CH:3]=1, predict the reactants needed to synthesize it. The reactants are: [Cl:1][C:2]1[N:7]=[N:6][C:5]([C:8](OCC)=[O:9])=[C:4]([NH:13][C:14]2[CH:19]=[CH:18][CH:17]=[C:16]([C:20]([OH:23])([CH3:22])[CH3:21])[N:15]=2)[CH:3]=1.CO.[NH3:26]. (5) Given the product [Cl:13][C:14]1[C:24]2[N:23]([CH2:9][C:8]([F:12])([F:11])[F:7])[C:22](=[O:25])[CH2:21][N:20]=[C:19]([C:26]3[CH:27]=[CH:28][CH:29]=[CH:30][CH:31]=3)[C:18]=2[CH:17]=[CH:16][CH:15]=1, predict the reactants needed to synthesize it. The reactants are: C(=O)([O-])[O-].[Cs+].[Cs+].[F:7][C:8]([F:12])([F:11])[CH2:9]I.[Cl:13][C:14]1[C:24]2[NH:23][C:22](=[O:25])[CH2:21][N:20]=[C:19]([C:26]3[CH:31]=[CH:30][CH:29]=[CH:28][CH:27]=3)[C:18]=2[CH:17]=[CH:16][CH:15]=1.C(Cl)Cl. (6) Given the product [C:10]([C:12]1[CH:13]=[CH:14][C:15]([NH:18][C:19]([N:21]2[C:30]3[C:25](=[CH:26][C:27]([CH2:36][NH:8][CH3:7])=[C:28]([CH:31]([O:34][CH3:35])[O:32][CH3:33])[N:29]=3)[CH2:24][CH2:23][CH2:22]2)=[O:20])=[N:16][CH:17]=1)#[N:11], predict the reactants needed to synthesize it. The reactants are: Cl.CN.CN.[BH3-][C:7]#[N:8].[Na+].[C:10]([C:12]1[CH:13]=[CH:14][C:15]([NH:18][C:19]([N:21]2[C:30]3[C:25](=[CH:26][C:27]([CH:36]=O)=[C:28]([CH:31]([O:34][CH3:35])[O:32][CH3:33])[N:29]=3)[CH2:24][CH2:23][CH2:22]2)=[O:20])=[N:16][CH:17]=1)#[N:11]. (7) Given the product [Cl:30][C:31]1[CH:36]=[CH:35][CH:34]=[CH:33][C:32]=1[C:37]1[N:39]=[C:27]([CH:13]2[CH2:14][CH:15]([C:17]3[CH:22]=[CH:21][C:20]([C:23]([F:26])([F:24])[F:25])=[CH:19][CH:18]=3)[CH2:16][N:11]([C:9]([N:6]3[CH2:7][CH2:8][CH:3]([C:1]#[N:2])[CH2:4][CH2:5]3)=[O:10])[CH2:12]2)[O:29][N:38]=1, predict the reactants needed to synthesize it. The reactants are: [C:1]([CH:3]1[CH2:8][CH2:7][N:6]([C:9]([N:11]2[CH2:16][CH:15]([C:17]3[CH:22]=[CH:21][C:20]([C:23]([F:26])([F:25])[F:24])=[CH:19][CH:18]=3)[CH2:14][CH:13]([C:27]([OH:29])=O)[CH2:12]2)=[O:10])[CH2:5][CH2:4]1)#[N:2].[Cl:30][C:31]1[CH:36]=[CH:35][CH:34]=[CH:33][C:32]=1[C:37](=[N:39]O)[NH2:38].